From a dataset of NCI-60 drug combinations with 297,098 pairs across 59 cell lines. Regression. Given two drug SMILES strings and cell line genomic features, predict the synergy score measuring deviation from expected non-interaction effect. (1) Drug 1: CC12CCC(CC1=CCC3C2CCC4(C3CC=C4C5=CN=CC=C5)C)O. Drug 2: CCC1(C2=C(COC1=O)C(=O)N3CC4=CC5=C(C=CC(=C5CN(C)C)O)N=C4C3=C2)O.Cl. Cell line: K-562. Synergy scores: CSS=14.9, Synergy_ZIP=-10.6, Synergy_Bliss=2.33, Synergy_Loewe=-5.18, Synergy_HSA=2.17. (2) Drug 1: C1=C(C(=O)NC(=O)N1)N(CCCl)CCCl. Drug 2: C1=NNC2=C1C(=O)NC=N2. Cell line: NCI-H226. Synergy scores: CSS=13.0, Synergy_ZIP=-3.43, Synergy_Bliss=0.695, Synergy_Loewe=-6.47, Synergy_HSA=-0.999. (3) Drug 1: CS(=O)(=O)C1=CC(=C(C=C1)C(=O)NC2=CC(=C(C=C2)Cl)C3=CC=CC=N3)Cl. Drug 2: C1CC(C1)(C(=O)O)C(=O)O.[NH2-].[NH2-].[Pt+2]. Cell line: HOP-62. Synergy scores: CSS=25.7, Synergy_ZIP=-3.80, Synergy_Bliss=4.90, Synergy_Loewe=0.439, Synergy_HSA=4.21.